This data is from Peptide-MHC class II binding affinity with 134,281 pairs from IEDB. The task is: Regression. Given a peptide amino acid sequence and an MHC pseudo amino acid sequence, predict their binding affinity value. This is MHC class II binding data. The peptide sequence is TVVMQVKVPKGAPCR. The MHC is DRB4_0101 with pseudo-sequence DRB4_0103. The binding affinity (normalized) is 0.482.